From a dataset of Reaction yield outcomes from USPTO patents with 853,638 reactions. Predict the reaction yield, written as a fraction of the theoretical maximum amount of product (1.0 means a 100% yield; for example, 0.34 means a 34% yield). (1) The reactants are [C:1]([N:4]1[C:13]2[C:8](=[CH:9][C:10]([C:14]#[N:15])=[CH:11][CH:12]=2)[C@H:7]([NH2:16])[C@@H:6]([CH3:17])[C@@H:5]1[CH:18]1[CH2:20][CH2:19]1)(=[O:3])[CH3:2].CC(C)([O-])C.[Na+].Br[C:28]1[CH:33]=[CH:32][CH:31]=[C:30]([CH2:34][O:35][Si:36]([C:39]([CH3:42])([CH3:41])[CH3:40])([CH3:38])[CH3:37])[N:29]=1. The catalyst is C1(C)C=CC=CC=1. The product is [C:1]([N:4]1[C:13]2[C:8](=[CH:9][C:10]([C:14]#[N:15])=[CH:11][CH:12]=2)[C@H:7]([NH:16][C:28]2[CH:33]=[CH:32][CH:31]=[C:30]([CH2:34][O:35][Si:36]([C:39]([CH3:42])([CH3:41])[CH3:40])([CH3:37])[CH3:38])[N:29]=2)[C@@H:6]([CH3:17])[C@@H:5]1[CH:18]1[CH2:20][CH2:19]1)(=[O:3])[CH3:2]. The yield is 0.680. (2) The reactants are [C:1]([C:3]1[CH:8]=[CH:7][CH:6]=[CH:5][C:4]=1[CH:9]1[CH2:14][CH2:13][N:12]([C:15]2[C:16]([C:30]([F:33])([F:32])[F:31])=[C:17]([NH:21][NH:22][C:23](=O)[CH2:24][C:25]([F:28])([F:27])[F:26])[N:18]=[N:19][CH:20]=2)[CH2:11][CH2:10]1)#[N:2].P(Cl)(Cl)(Cl)=O. The product is [F:26][C:25]([F:28])([F:27])[CH2:24][C:23]1[N:18]2[N:19]=[CH:20][C:15]([N:12]3[CH2:13][CH2:14][CH:9]([C:4]4[CH:5]=[CH:6][CH:7]=[CH:8][C:3]=4[C:1]#[N:2])[CH2:10][CH2:11]3)=[C:16]([C:30]([F:33])([F:32])[F:31])[C:17]2=[N:21][N:22]=1. The yield is 0.0690. The catalyst is C(#N)C.C(=O)(O)[O-].[Na+].C(OCC)(=O)C.